This data is from Full USPTO retrosynthesis dataset with 1.9M reactions from patents (1976-2016). The task is: Predict the reactants needed to synthesize the given product. (1) Given the product [Cl:34][C:32]1[CH:31]=[CH:30][C:29]([N:35]2[CH:39]=[N:38][N:37]=[N:36]2)=[C:28]([C:23]2[CH:22]=[C:21]3[N:26]([CH:18]([C:16]4[NH:17][C:13]([C:10]5[CH:9]=[CH:8][C:7]([NH:6][C:43](=[O:44])[CH2:42][N:41]([CH3:46])[CH3:40])=[CH:12][CH:11]=5)=[CH:14][N:15]=4)[CH2:19][CH2:20]3)[C:25](=[O:27])[CH:24]=2)[CH:33]=1, predict the reactants needed to synthesize it. The reactants are: CN(C)C=O.[NH2:6][C:7]1[CH:12]=[CH:11][C:10]([C:13]2[NH:17][C:16]([CH:18]3[N:26]4[C:21](=[CH:22][C:23]([C:28]5[CH:33]=[C:32]([Cl:34])[CH:31]=[CH:30][C:29]=5[N:35]5[CH:39]=[N:38][N:37]=[N:36]5)=[CH:24][C:25]4=[O:27])[CH2:20][CH2:19]3)=[N:15][CH:14]=2)=[CH:9][CH:8]=1.[CH3:40][N:41]([CH3:46])[CH2:42][C:43](O)=[O:44]. (2) Given the product [C:21]1([CH2:27][C:28]([NH:9][CH:8]([C:4]2[CH:5]=[CH:6][CH:7]=[C:2]([Cl:1])[CH:3]=2)[CH2:10][C:11]([OH:13])=[O:12])=[O:29])[CH:26]=[CH:25][CH:24]=[CH:23][CH:22]=1, predict the reactants needed to synthesize it. The reactants are: [Cl:1][C:2]1[CH:3]=[C:4]([CH:8]([CH2:10][C:11]([OH:13])=[O:12])[NH2:9])[CH:5]=[CH:6][CH:7]=1.C(N(CC)CC)C.[C:21]1([CH2:27][C:28](Cl)=[O:29])[CH:26]=[CH:25][CH:24]=[CH:23][CH:22]=1. (3) Given the product [C:20]([O:23][CH2:24][C:25]1[C:26]([N:40]2[C:41](=[O:53])[C:42]3[S:48][C:47]4[CH2:49][CH2:50][CH2:51][CH2:52][C:46]=4[C:43]=3[CH2:44][CH2:45]2)=[CH:27][CH:28]=[CH:29][C:30]=1[C:2]1[CH:3]=[C:4]([NH:10][C:11]2[CH:19]=[C:14]3[N:13]([N:12]=2)[CH2:18][CH2:17][O:16][CH2:15]3)[C:5](=[O:9])[N:6]([CH2:8][CH3:62])[CH:7]=1)(=[O:22])[CH3:21], predict the reactants needed to synthesize it. The reactants are: Br[C:2]1[CH:3]=[C:4]([NH:10][C:11]2[CH:19]=[C:14]3[CH2:15][O:16][CH2:17][CH2:18][N:13]3[N:12]=2)[C:5](=[O:9])[N:6]([CH3:8])[CH:7]=1.[C:20]([O:23][CH2:24][C:25]1[C:30](B2OC(C)(C)C(C)(C)O2)=[CH:29][CH:28]=[CH:27][C:26]=1[N:40]1[CH2:45][CH2:44][C:43]2[C:46]3[CH2:52][CH2:51][CH2:50][CH2:49][C:47]=3[S:48][C:42]=2[C:41]1=[O:53])(=[O:22])[CH3:21].[O-]P([O-])([O-])=O.[K+].[K+].[K+].[C:62]([O-])(=O)C.[Na+]. (4) Given the product [O:28]1[CH2:29][CH2:30][N:25]([CH:2]([C:19]2[CH:24]=[CH:23][CH:22]=[CH:21][CH:20]=2)[CH:3]2[CH2:8][CH2:7][N:6]([C:9]([O:11][CH2:12][C:13]3[CH:18]=[CH:17][CH:16]=[CH:15][CH:14]=3)=[O:10])[CH2:5][CH2:4]2)[CH2:26][CH2:27]1, predict the reactants needed to synthesize it. The reactants are: Cl[CH:2]([C:19]1[CH:24]=[CH:23][CH:22]=[CH:21][CH:20]=1)[CH:3]1[CH2:8][CH2:7][N:6]([C:9]([O:11][CH2:12][C:13]2[CH:18]=[CH:17][CH:16]=[CH:15][CH:14]=2)=[O:10])[CH2:5][CH2:4]1.[NH:25]1[CH2:30][CH2:29][O:28][CH2:27][CH2:26]1.C([O-])([O-])=O.[K+].[K+]. (5) Given the product [CH2:15]([O:14][C:13](=[O:19])[NH:12][CH:7]1[CH2:8][CH2:9][CH2:10][CH2:11][CH:6]1[C:2]1([OH:1])[CH2:3][N:4]([C:24](=[O:25])[C:23]2[CH:27]=[CH:28][C:29]([F:30])=[C:21]([F:20])[C:22]=2[NH:31][C:32]2[CH:37]=[CH:36][C:35]([I:38])=[CH:34][C:33]=2[F:39])[CH2:5]1)[CH2:18][CH2:40][CH3:41], predict the reactants needed to synthesize it. The reactants are: [OH:1][C:2]1([CH:6]2[CH2:11][CH2:10][CH2:9][CH2:8][CH:7]2[NH:12][C:13](=[O:19])[O:14][C:15]([CH3:18])(C)C)[CH2:5][NH:4][CH2:3]1.[F:20][C:21]1[C:22]([NH:31][C:32]2[CH:37]=[CH:36][C:35]([I:38])=[CH:34][C:33]=2[F:39])=[C:23]([CH:27]=[CH:28][C:29]=1[F:30])[C:24](F)=[O:25].[CH:40](N(CC)C(C)C)(C)[CH3:41]. (6) Given the product [CH3:1][O:2][C:3]1[CH:8]=[CH:7][C:6]([CH3:9])=[CH:5][C:4]=1[C:14]1[N:19]=[C:18]([NH2:20])[N:17]=[C:16]([NH:21][CH3:22])[CH:15]=1, predict the reactants needed to synthesize it. The reactants are: [CH3:1][O:2][C:3]1[CH:8]=[CH:7][C:6]([CH3:9])=[CH:5][C:4]=1B(O)O.I[C:14]1[N:19]=[C:18]([NH2:20])[N:17]=[C:16]([NH:21][CH3:22])[CH:15]=1.